This data is from Catalyst prediction with 721,799 reactions and 888 catalyst types from USPTO. The task is: Predict which catalyst facilitates the given reaction. (1) Reactant: [CH3:1][S:2]([C:5]1[CH:6]=[CH:7][C:8]([O:11][C:12]2[CH:13]=[C:14]3[C:18](=[C:19]([O:21][CH:22]4[CH2:27][CH2:26][O:25][CH2:24][CH2:23]4)[CH:20]=2)[NH:17][C:16]([C:28]([O:30]CC)=[O:29])=[CH:15]3)=NC=1)(=[O:4])=[O:3].[OH-].[Na+].O1CC[CH2:37][CH2:36]1. Product: [CH3:1][S:2]([C:5]1[CH:6]=[CH:7][C:8]([O:11][C:12]2[CH:13]=[C:14]3[C:18](=[C:19]([O:21][CH:22]4[CH2:23][CH2:24][O:25][CH2:26][CH2:27]4)[CH:20]=2)[NH:17][C:16]([C:28]([OH:30])=[O:29])=[CH:15]3)=[CH:37][CH:36]=1)(=[O:3])=[O:4]. The catalyst class is: 8. (2) Reactant: O[C@H:2]1[C@H:7]([NH:8][C:9](=[O:15])[O:10][C:11]([CH3:14])([CH3:13])[CH3:12])[CH2:6][C@@H:5]2[C@H:3]1[CH2:4]2.C1(P(C2C=CC=CC=2)C2C=CC=CC=2)C=CC=CC=1.C(N(CC)C(C)C)(C)C.N(C(OC(C)C)=O)=NC(OC(C)C)=O.C1(P([N:72]=[N+:73]=[N-:74])(C2C=CC=CC=2)=O)C=CC=CC=1. Product: [N:72]([C@@H:2]1[C@H:7]([NH:8][C:9](=[O:15])[O:10][C:11]([CH3:14])([CH3:13])[CH3:12])[CH2:6][C@@H:5]2[C@H:3]1[CH2:4]2)=[N+:73]=[N-:74]. The catalyst class is: 116.